Predict the product of the given reaction. From a dataset of Forward reaction prediction with 1.9M reactions from USPTO patents (1976-2016). Given the reactants [F:1][C:2]1[CH:7]=[CH:6][C:5]([NH:8][C@@H:9]([CH2:13][CH2:14][CH2:15][CH2:16][CH2:17][CH:18]=[CH2:19])[C:10]([OH:12])=O)=[CH:4][CH:3]=1.CN1CCOCC1.CN(C(ON1N=NC2C=CC=NC1=2)=[N+](C)C)C.F[P-](F)(F)(F)(F)F.C1C=CC2N(O)N=NC=2C=1.[CH:61]1([S:64]([NH:67][C:68]([C@@:70]2([NH:75][C:76]([C@@H:78]3[CH2:82][C@@H:81]([O:83][C:84]4[C:85]5[O:102][C:101]6[CH:103]=[CH:104][CH:105]=[CH:106][C:100]=6[C:86]=5[N:87]=[C:88]([C:90]5[CH:95]=[CH:94][C:93]([O:96][CH:97]([CH3:99])[CH3:98])=[CH:92][CH:91]=5)[N:89]=4)[CH2:80][NH:79]3)=[O:77])[CH2:72][C@H:71]2[CH:73]=[CH2:74])=[O:69])(=[O:66])=[O:65])[CH2:63][CH2:62]1, predict the reaction product. The product is: [CH:61]1([S:64]([NH:67][C:68]([C@@:70]2([NH:75][C:76]([C@@H:78]3[CH2:82][C@@H:81]([O:83][C:84]4[C:85]5[O:102][C:101]6[CH:103]=[CH:104][CH:105]=[CH:106][C:100]=6[C:86]=5[N:87]=[C:88]([C:90]5[CH:91]=[CH:92][C:93]([O:96][CH:97]([CH3:99])[CH3:98])=[CH:94][CH:95]=5)[N:89]=4)[CH2:80][N:79]3[C:10](=[O:12])[C@@H:9]([NH:8][C:5]3[CH:4]=[CH:3][C:2]([F:1])=[CH:7][CH:6]=3)[CH2:13][CH2:14][CH2:15][CH2:16][CH2:17][CH:18]=[CH2:19])=[O:77])[CH2:72][C@H:71]2[CH:73]=[CH2:74])=[O:69])(=[O:65])=[O:66])[CH2:63][CH2:62]1.